The task is: Predict which catalyst facilitates the given reaction.. This data is from Catalyst prediction with 721,799 reactions and 888 catalyst types from USPTO. (1) Product: [CH3:1][O:2][C:3](=[O:19])[C:4]1[CH:12]=[C:11]([N:13]2[CH2:17][CH2:16][CH2:15][C:14]2=[O:18])[CH:10]=[C:6]([CH2:7][OH:8])[CH:5]=1. The catalyst class is: 1. Reactant: [CH3:1][O:2][C:3](=[O:19])[C:4]1[CH:12]=[C:11]([N:13]2[CH2:17][CH2:16][CH2:15][C:14]2=[O:18])[CH:10]=[C:6]([C:7](O)=[O:8])[CH:5]=1.CO. (2) Reactant: [CH:1]([C:4]1[C:8]([CH2:9][CH2:10][CH2:11][OH:12])=[CH:7][N:6]([C:13]2[CH:18]=[CH:17][C:16]([C:19]([F:22])([F:21])[F:20])=[CH:15][N:14]=2)[N:5]=1)([CH3:3])[CH3:2].[CH2:23]([O:25][C:26]1[CH:31]=[CH:30][C:29]([CH2:32][C:33]([O:35]C)=[O:34])=[CH:28][C:27]=1O)[CH3:24].C(P(CCCC)CCCC)CCC.N(C(N1CCCCC1)=O)=NC(N1CCCCC1)=O. Product: [CH2:23]([O:25][C:26]1[CH:31]=[CH:30][C:29]([CH2:32][C:33]([OH:35])=[O:34])=[CH:28][C:27]=1[O:12][CH2:11][CH2:10][CH2:9][C:8]1[C:4]([CH:1]([CH3:3])[CH3:2])=[N:5][N:6]([C:13]2[CH:18]=[CH:17][C:16]([C:19]([F:21])([F:20])[F:22])=[CH:15][N:14]=2)[CH:7]=1)[CH3:24]. The catalyst class is: 7.